Task: Predict the product of the given reaction.. Dataset: Forward reaction prediction with 1.9M reactions from USPTO patents (1976-2016) The product is: [F:23][C:18]1[CH:19]=[CH:20][CH:21]=[CH:22][C:17]=1[CH2:16][N:14]1[CH:15]=[C:11]([C:10]2[C:4]3[C:5](=[N:6][CH:7]=[C:2]([C:42]4[CH:43]=[C:44]([NH:48][S:49]([CH3:52])(=[O:50])=[O:51])[CH:45]=[CH:46][CH:47]=4)[CH:3]=3)[N:8]([S:24]([C:27]3[CH:33]=[CH:32][C:30]([CH3:31])=[CH:29][CH:28]=3)(=[O:26])=[O:25])[CH:9]=2)[CH:12]=[N:13]1. Given the reactants Br[C:2]1[CH:3]=[C:4]2[C:10]([C:11]3[CH:12]=[N:13][N:14]([CH2:16][C:17]4[CH:22]=[CH:21][CH:20]=[CH:19][C:18]=4[F:23])[CH:15]=3)=[CH:9][N:8]([S:24]([C:27]3[CH:33]=[CH:32][C:30]([CH3:31])=[CH:29][CH:28]=3)(=[O:26])=[O:25])[C:5]2=[N:6][CH:7]=1.CC1(C)C(C)(C)OB([C:42]2[CH:43]=[C:44]([NH:48][S:49]([CH3:52])(=[O:51])=[O:50])[CH:45]=[CH:46][CH:47]=2)O1.C1(C)C=CC=CC=1.C(O)C.O.C(=O)([O-])[O-].[K+].[K+], predict the reaction product.